This data is from Catalyst prediction with 721,799 reactions and 888 catalyst types from USPTO. The task is: Predict which catalyst facilitates the given reaction. Reactant: [Br:1][C:2]1[CH:3]=[C:4]([NH2:8])[CH:5]=[N:6][CH:7]=1.[Cl:9][C:10]1[CH:17]=[CH:16][C:13]([CH:14]=O)=[CH:12][CH:11]=1.[Si]([C:22]#[N:23])(C)(C)C. Product: [Br:1][C:2]1[CH:3]=[C:4]([NH:8][CH:14]([C:13]2[CH:16]=[CH:17][C:10]([Cl:9])=[CH:11][CH:12]=2)[C:22]#[N:23])[CH:5]=[N:6][CH:7]=1. The catalyst class is: 57.